From a dataset of Full USPTO retrosynthesis dataset with 1.9M reactions from patents (1976-2016). Predict the reactants needed to synthesize the given product. (1) Given the product [C:13]1([NH:12][CH:3]([CH3:4])[CH2:2][C:1]([N:6]2[CH2:10][CH2:9][O:8][C:7]2=[O:11])=[O:5])[CH:18]=[CH:17][CH:16]=[CH:15][CH:14]=1, predict the reactants needed to synthesize it. The reactants are: [C:1]([N:6]1[CH2:10][CH2:9][O:8][C:7]1=[O:11])(=[O:5])/[CH:2]=[CH:3]/[CH3:4].[NH2:12][C:13]1[CH:18]=[CH:17][CH:16]=[CH:15][CH:14]=1.FC(F)(F)S(O)(=O)=O.[Cl-].[NH4+]. (2) Given the product [CH2:13]([O:20][C:21]1[CH:38]=[CH:37][C:24]([C:25]([NH:27][CH2:28][C:29]([N:30]2[CH2:35][CH2:34][N:33]([C:4](=[O:6])[C:3]3[CH:7]=[C:8]([O:11][CH3:12])[CH:9]=[CH:10][C:2]=3[Br:1])[CH2:32][CH2:31]2)=[O:36])=[O:26])=[CH:23][CH:22]=1)[C:14]1[CH:19]=[CH:18][CH:17]=[CH:16][CH:15]=1, predict the reactants needed to synthesize it. The reactants are: [Br:1][C:2]1[CH:10]=[CH:9][C:8]([O:11][CH3:12])=[CH:7][C:3]=1[C:4]([OH:6])=O.[CH2:13]([O:20][C:21]1[CH:38]=[CH:37][C:24]([C:25]([NH:27][CH2:28][C:29](=[O:36])[N:30]2[CH2:35][CH2:34][NH:33][CH2:32][CH2:31]2)=[O:26])=[CH:23][CH:22]=1)[C:14]1[CH:19]=[CH:18][CH:17]=[CH:16][CH:15]=1.CCN=C=NCCCN(C)C.Cl.C1C=CC2N(O)N=NC=2C=1.CCN(C(C)C)C(C)C. (3) Given the product [NH:1]([C:2]1[C:6]([C:7]#[N:8])=[CH:5][N:4]([C:19]2[CH:25]=[CH:23][CH:22]=[CH:21][CH:20]=2)[N:3]=1)[C:9]1[CH:14]=[CH:13][CH:12]=[CH:11][CH:10]=1.[NH2:1][C:2]1[C:6]([C:7]#[N:8])=[CH:5][N:4]([C:9]2[CH:14]=[CH:13][CH:12]=[CH:11][CH:10]=2)[N:3]=1, predict the reactants needed to synthesize it. The reactants are: [NH2:1][C:2]1[C:6]([C:7]#[N:8])=[CH:5][NH:4][N:3]=1.[C:9]1(B(O)O)[CH:14]=[CH:13][CH:12]=[CH:11][CH:10]=1.N1[CH:23]=[CH:22][CH:21]=[CH:20][CH:19]=1.Cl.[CH2:25](Cl)Cl. (4) Given the product [CH2:6]([C:10]1[NH:14][N:13]=[C:12]([C:33](=[O:50])[CH2:34][C:35]2[CH:36]=[CH:37][CH:3]=[CH:1][CH:2]=2)[N:11]=1)[CH2:7][CH2:8][CH3:9], predict the reactants needed to synthesize it. The reactants are: [CH:1]([Li])([CH2:3]C)[CH3:2].[CH2:6]([C:10]1[N:14](CC2C=CC(C3C=CC=CC=3C3NN=NN=3)=CC=2)[N:13]=[C:12]([CH2:33][C:34](=O)[CH2:35][CH2:36][CH3:37])[N:11]=1)[CH2:7][CH2:8][CH3:9].C(Br)C1C=CC=CC=1.C1C[O:50]CC1.